This data is from Full USPTO retrosynthesis dataset with 1.9M reactions from patents (1976-2016). The task is: Predict the reactants needed to synthesize the given product. (1) Given the product [S:8]1[C:7]2[CH:9]=[CH:10][CH:11]=[CH:12][C:6]=2[CH:5]=[C:4]1[CH2:3][CH:2]([N:17]1[CH2:18][CH2:19][N:14]([C:20]([O:22][C:23]([CH3:26])([CH3:25])[CH3:24])=[O:21])[CH2:15][CH2:16]1)[OH:27], predict the reactants needed to synthesize it. The reactants are: Br[C:2](Br)=[CH:3][C:4]1[S:8][C:7]2[CH:9]=[CH:10][CH:11]=[CH:12][C:6]=2[CH:5]=1.[N:14]1([C:20]([O:22][C:23]([CH3:26])([CH3:25])[CH3:24])=[O:21])[CH2:19][CH2:18][NH:17][CH2:16][CH2:15]1.[OH-:27].[K+]. (2) Given the product [Cl:3][CH:11]([C:13]1[CH:18]=[CH:17][CH:16]=[CH:15][CH:14]=1)[C:5]1[CH:10]=[CH:9][CH:8]=[CH:7][CH:6]=1, predict the reactants needed to synthesize it. The reactants are: S(Cl)([Cl:3])=O.[C:5]1([CH:11]([C:13]2[CH:18]=[CH:17][CH:16]=[CH:15][CH:14]=2)O)[CH:10]=[CH:9][CH:8]=[CH:7][CH:6]=1. (3) Given the product [CH3:17][S:18]([O-:21])(=[O:20])=[O:19].[CH3:17][S:18]([O-:21])(=[O:20])=[O:19].[S:27]([CH2:28][CH2:29][CH2:30][CH2:31][N+:2]1[CH:3]=[CH:4][C:5]2[CH2:6][CH2:7][CH2:8][CH2:9][C:10]=2[CH:1]=1)[S:26][CH2:25][CH2:24][CH2:23][CH2:22][N+:2]1[CH:3]=[CH:4][C:5]2[CH2:6][CH2:7][CH2:8][CH2:9][C:10]=2[CH:1]=1, predict the reactants needed to synthesize it. The reactants are: [CH:1]1[C:10]2[CH2:9][CH2:8][CH2:7][CH2:6][C:5]=2[CH:4]=[CH:3][N:2]=1.C(=O)([O-])[O-].[K+].[K+].[CH3:17][S:18]([O:21][CH2:22][CH2:23][CH2:24][CH2:25][S:26][S:27][CH2:28][CH2:29][CH2:30][CH2:31]OS(C)(=O)=O)(=[O:20])=[O:19]. (4) Given the product [F:1][C:2]1[C:3]([NH:26][C:27]2[CH:32]=[CH:31][C:30]([I:33])=[CH:29][C:28]=2[F:34])=[C:4]([CH:12]=[C:13]([CH2:16][NH:17][O:18][CH2:19][CH2:20][NH:21][C:22](=[O:25])[CH2:23][CH3:24])[C:14]=1[F:15])[C:5]([NH:7][O:8][CH2:9][CH2:10][OH:11])=[O:6], predict the reactants needed to synthesize it. The reactants are: [F:1][C:2]1[C:3]([NH:26][C:27]2[CH:32]=[CH:31][C:30]([I:33])=[CH:29][C:28]=2[F:34])=[C:4]([CH:12]=[C:13](/[CH:16]=[N:17]/[O:18][CH2:19][CH2:20][NH:21][C:22](=[O:25])[CH2:23][CH3:24])[C:14]=1[F:15])[C:5]([NH:7][O:8][CH2:9][CH2:10][OH:11])=[O:6].ClC(Cl)C(O)=O.O.C(=O)(O)[O-].[Na+]. (5) Given the product [CH3:4][O:5][C:6]1[CH:7]=[C:8]([O:24][C:25]2[CH:30]=[CH:29][C:28]([S:31]([CH3:34])(=[O:32])=[O:33])=[CH:27][CH:26]=2)[CH:9]=[C:10]2[C:14]=1[NH:13][C:12]([C:15]1[S:16][CH:17]([CH2:20][C:21]([NH:36][CH3:40])=[O:22])[CH2:18][N:19]=1)=[CH:11]2, predict the reactants needed to synthesize it. The reactants are: Cl.CN.[CH3:4][O:5][C:6]1[CH:7]=[C:8]([O:24][C:25]2[CH:30]=[CH:29][C:28]([S:31]([CH3:34])(=[O:33])=[O:32])=[CH:27][CH:26]=2)[CH:9]=[C:10]2[C:14]=1[NH:13][C:12]([C:15]1[S:16][CH:17]([CH2:20][C:21](O)=[O:22])[CH2:18][N:19]=1)=[CH:11]2.O[N:36]1[C:40]2C=CC=CC=2N=N1.Cl.C(N=C=NCCCN(C)C)C. (6) Given the product [OH:16][CH2:15][CH2:14][CH2:13][O:1][C:2]1[C:3]([CH3:11])=[CH:4][C:5]([CH:6]=[O:7])=[CH:8][C:9]=1[CH3:10], predict the reactants needed to synthesize it. The reactants are: [OH:1][C:2]1[C:9]([CH3:10])=[CH:8][C:5]([CH:6]=[O:7])=[CH:4][C:3]=1[CH3:11].Br[CH2:13][CH2:14][CH2:15][OH:16].C([O-])([O-])=O.[Cs+].[Cs+].O. (7) Given the product [F:13][CH:12]([F:14])[C:11]1[C:5]([C:6]([O:8][CH2:9][CH3:10])=[O:7])=[CH:4][N:28]([CH3:32])[N:29]=1, predict the reactants needed to synthesize it. The reactants are: C(O[CH:4]=[C:5]([C:11](=O)[CH:12]([F:14])[F:13])[C:6]([O:8][CH2:9][CH3:10])=[O:7])C.CC1C=CC(S(O)(=O)=O)=CC=1.O.[NH:28]1[CH:32]=CC=[N:29]1. (8) The reactants are: [C:1]([O-:4])(=[O:3])[CH3:2].[Na+].[CH2:6](Cl)Cl.BrC1[CH:11]=[C:12]2[C:17](=[CH:18][CH:19]=1)[N:16]=[CH:15][CH:14]=[C:13]2[C:20]1[C:24]([C:25]2[CH:30]=[CH:29][CH:28]=[CH:27][N:26]=2)=[N:23][N:22]2[CH2:31][CH2:32][CH2:33][C:21]=12.[C]=O. Given the product [CH3:6][O:3][C:1]([C:2]1[CH:11]=[C:12]2[C:17](=[CH:18][CH:19]=1)[N:16]=[CH:15][CH:14]=[C:13]2[C:20]1[C:24]([C:25]2[CH:30]=[CH:29][CH:28]=[CH:27][N:26]=2)=[N:23][N:22]2[CH2:31][CH2:32][CH2:33][C:21]=12)=[O:4], predict the reactants needed to synthesize it.